Dataset: Forward reaction prediction with 1.9M reactions from USPTO patents (1976-2016). Task: Predict the product of the given reaction. (1) The product is: [Br:2][C:3]1[CH:4]=[C:5]([CH:9]([NH2:14])[C:10]([F:11])([F:12])[F:13])[CH:6]=[N:7][CH:8]=1. Given the reactants Cl.[Br:2][C:3]1[CH:4]=[C:5]([CH:9]([NH:14]S(C(C)(C)C)=O)[C:10]([F:13])([F:12])[F:11])[CH:6]=[N:7][CH:8]=1, predict the reaction product. (2) The product is: [NH2:16][CH2:2][C:3]([C:5]1[NH:6][N:7]=[C:8]([C:10]([CH3:13])([CH3:12])[CH3:11])[CH:9]=1)=[O:4]. Given the reactants Br[CH2:2][C:3]([C:5]1[N:6](C)[N:7]=[C:8]([C:10]([CH3:13])([CH3:12])[CH3:11])[CH:9]=1)=[O:4].C1N2CN3CN(C2)C[N:16]1C3, predict the reaction product. (3) Given the reactants C[O:2][C:3](=[O:14])[CH2:4][S:5]([N:8]1[CH2:13][CH2:12][O:11][CH2:10][CH2:9]1)(=[O:7])=[O:6], predict the reaction product. The product is: [N:8]1([S:5]([CH2:4][C:3]([OH:14])=[O:2])(=[O:7])=[O:6])[CH2:9][CH2:10][O:11][CH2:12][CH2:13]1.